From a dataset of Peptide-MHC class I binding affinity with 185,985 pairs from IEDB/IMGT. Regression. Given a peptide amino acid sequence and an MHC pseudo amino acid sequence, predict their binding affinity value. This is MHC class I binding data. The peptide sequence is TTIGEWAFW. The MHC is HLA-A03:01 with pseudo-sequence HLA-A03:01. The binding affinity (normalized) is 0.0847.